This data is from Peptide-MHC class II binding affinity with 134,281 pairs from IEDB. The task is: Regression. Given a peptide amino acid sequence and an MHC pseudo amino acid sequence, predict their binding affinity value. This is MHC class II binding data. The peptide sequence is KSVVVLNRKTFEREY. The MHC is DRB3_0101 with pseudo-sequence DRB3_0101. The binding affinity (normalized) is 0.331.